From a dataset of Catalyst prediction with 721,799 reactions and 888 catalyst types from USPTO. Predict which catalyst facilitates the given reaction. (1) Reactant: [CH2:1]([NH:9][C:10]([C@@H:12]1[CH2:17][CH2:16][CH2:15][NH:14][NH:13]1)=[O:11])[CH2:2][C:3]1[CH:8]=[CH:7][CH:6]=[CH:5][CH:4]=1.CCN(CC)CC.[CH2:25]([O:32][C:33](Cl)=[O:34])[C:26]1[CH:31]=[CH:30][CH:29]=[CH:28][CH:27]=1. Product: [CH2:25]([O:32][C:33]([N:14]1[CH2:15][CH2:16][CH2:17][C@@H:12]([C:10](=[O:11])[NH:9][CH2:1][CH2:2][C:3]2[CH:4]=[CH:5][CH:6]=[CH:7][CH:8]=2)[NH:13]1)=[O:34])[C:26]1[CH:31]=[CH:30][CH:29]=[CH:28][CH:27]=1. The catalyst class is: 2. (2) Reactant: [F:1][C:2]([F:30])([F:29])[C:3]1[CH:8]=[CH:7][C:6]([N:9]2[C:13]([CH2:14][N:15]3[CH2:20][C@@H:19]4[CH2:21][C@H:16]3[CH2:17][N:18]4C(OC(C)(C)C)=O)=[N:12][N:11]=[N:10]2)=[CH:5][CH:4]=1.Cl.O1CCOCC1. Product: [F:30][C:2]([F:1])([F:29])[C:3]1[CH:4]=[CH:5][C:6]([N:9]2[C:13]([CH2:14][N:15]3[CH2:20][C@@H:19]4[CH2:21][C@H:16]3[CH2:17][NH:18]4)=[N:12][N:11]=[N:10]2)=[CH:7][CH:8]=1. The catalyst class is: 5. (3) Reactant: [CH2:1]([C:8]1([C:21]([O:23][CH2:24][CH3:25])=[O:22])[CH2:13][CH2:12][N:11](C(OC(C)(C)C)=O)[CH2:10][CH2:9]1)[C:2]1[CH:7]=[CH:6][CH:5]=[CH:4][CH:3]=1.FC(F)(F)C(O)=O.C([O-])(O)=O.[Na+]. Product: [CH2:1]([C:8]1([C:21]([O:23][CH2:24][CH3:25])=[O:22])[CH2:9][CH2:10][NH:11][CH2:12][CH2:13]1)[C:2]1[CH:3]=[CH:4][CH:5]=[CH:6][CH:7]=1. The catalyst class is: 2. (4) Reactant: [CH:1]1([C@H:4]2[C@H:13]([CH3:14])[C@@H:12]([NH:15][C:16](=[O:25])[O:17][CH2:18][C:19]3[CH:24]=[CH:23][CH:22]=[CH:21][CH:20]=3)[C:11]3[C:6](=[CH:7][CH:8]=[C:9]([O:26][CH:27]4[CH2:31][CH2:30][O:29][CH2:28]4)[CH:10]=3)[NH:5]2)[CH2:3][CH2:2]1.CCN(C(C)C)C(C)C.[C:41](Cl)(=[O:43])[CH3:42]. Product: [C:41]([N:5]1[C:6]2[C:11](=[CH:10][C:9]([O:26][CH:27]3[CH2:31][CH2:30][O:29][CH2:28]3)=[CH:8][CH:7]=2)[C@H:12]([NH:15][C:16](=[O:25])[O:17][CH2:18][C:19]2[CH:20]=[CH:21][CH:22]=[CH:23][CH:24]=2)[C@@H:13]([CH3:14])[C@@H:4]1[CH:1]1[CH2:3][CH2:2]1)(=[O:43])[CH3:42]. The catalyst class is: 4. (5) Reactant: Br[C:2]1[N:11]=[C:5]2[CH:6]=[C:7]([Br:10])[CH:8]=[CH:9][N:4]2[N:3]=1.[CH3:12][NH:13][CH2:14][CH3:15]. Product: [Br:10][C:7]1[CH:8]=[CH:9][N:4]2[N:3]=[C:2]([N:13]([CH2:14][CH3:15])[CH3:12])[N:11]=[C:5]2[CH:6]=1. The catalyst class is: 8. (6) Reactant: [CH3:1][S:2]([C:5]1[CH:31]=[CH:30][C:8]([O:9][C:10]2[CH:11]=[C:12]3[C:16](=[C:17]([O:19][CH2:20][CH:21]4[CH2:26][CH2:25][O:24][CH2:23][CH2:22]4)[CH:18]=2)[NH:15][C:14]([C:27]([OH:29])=O)=[CH:13]3)=[CH:7][CH:6]=1)(=[O:4])=[O:3].Cl.C[N:34](C)CCCN=C=NCC.ON1C2C=CC=CC=2N=N1.N. Product: [CH3:1][S:2]([C:5]1[CH:31]=[CH:30][C:8]([O:9][C:10]2[CH:11]=[C:12]3[C:16](=[C:17]([O:19][CH2:20][CH:21]4[CH2:22][CH2:23][O:24][CH2:25][CH2:26]4)[CH:18]=2)[NH:15][C:14]([C:27]([NH2:34])=[O:29])=[CH:13]3)=[CH:7][CH:6]=1)(=[O:3])=[O:4]. The catalyst class is: 145. (7) Reactant: C[O:2][C:3]([C:5]1[C:13]2[N:12]([CH:14]3[CH2:16][CH2:15]3)[C:11]([C@@H:17]([NH:19][C:20]3[N:28]=[CH:27][N:26]=[C:25]4[C:21]=3[N:22]=[CH:23][N:24]4[CH:29]3[CH2:34][CH2:33][CH2:32][CH2:31][O:30]3)[CH3:18])=[N:10][C:9]=2[CH:8]=[CH:7][C:6]=1[F:35])=[O:4].O[Li].O.Cl. Product: [CH:14]1([N:12]2[C:13]3[C:5]([C:3]([OH:4])=[O:2])=[C:6]([F:35])[CH:7]=[CH:8][C:9]=3[N:10]=[C:11]2[C@@H:17]([NH:19][C:20]2[N:28]=[CH:27][N:26]=[C:25]3[C:21]=2[N:22]=[CH:23][N:24]3[CH:29]2[CH2:34][CH2:33][CH2:32][CH2:31][O:30]2)[CH3:18])[CH2:15][CH2:16]1. The catalyst class is: 24.